From a dataset of Catalyst prediction with 721,799 reactions and 888 catalyst types from USPTO. Predict which catalyst facilitates the given reaction. (1) Reactant: Cl.[NH2:2][C@H:3]([C:6]([OH:8])=[O:7])[CH2:4][SH:5].[CH3:9][C:10]1[C:15]([OH:16])=[C:14]([CH:17]=O)[C:13]([CH2:19][OH:20])=[CH:12][N:11]=1.Cl.C(=O)([O-])O.[Na+].O. The catalyst class is: 8. Product: [OH:16][C:15]1[C:10]([CH3:9])=[N:11][CH:12]=[C:13]([CH2:19][OH:20])[C:14]=1[CH:17]1[NH:2][CH:3]([C:6]([OH:8])=[O:7])[CH2:4][S:5]1. (2) Reactant: [CH2:1]([C:3]1[C:8]([C:9]([OH:11])=O)=[CH:7][N:6]=[C:5]([S:12][CH3:13])[N:4]=1)[CH3:2].CN(C)C=O.C(Cl)(=O)C(Cl)=O.[NH2:25][C:26]1[CH:27]=[C:28]([CH:33]=[CH:34][C:35]=1[Cl:36])[C:29]([O:31][CH3:32])=[O:30]. Product: [Cl:36][C:35]1[CH:34]=[CH:33][C:28]([C:29]([O:31][CH3:32])=[O:30])=[CH:27][C:26]=1[NH:25][C:9]([C:8]1[C:3]([CH2:1][CH3:2])=[N:4][C:5]([S:12][CH3:13])=[N:6][CH:7]=1)=[O:11]. The catalyst class is: 4. (3) Reactant: C(OC([N:8]([CH2:27][C@H:28]1[CH2:37][CH2:36][C:35]2[C:30](=[CH:31][CH:32]=[C:33]([O:38][C:39]3[CH:47]=[CH:46][C:45]([F:48])=[CH:44][C:40]=3[C:41]([OH:43])=[O:42])[CH:34]=2)[O:29]1)[CH2:9][C@H:10]([O:19][Si](C(C)(C)C)(C)C)[CH2:11][O:12][C:13]1[CH:18]=[CH:17][CH:16]=[CH:15][CH:14]=1)=O)(C)(C)C.[ClH:49]. Product: [ClH:49].[F:48][C:45]1[CH:46]=[CH:47][C:39]([O:38][C:33]2[CH:34]=[C:35]3[C:30](=[CH:31][CH:32]=2)[O:29][C@@H:28]([CH2:27][NH:8][CH2:9][C@H:10]([OH:19])[CH2:11][O:12][C:13]2[CH:14]=[CH:15][CH:16]=[CH:17][CH:18]=2)[CH2:37][CH2:36]3)=[C:40]([CH:44]=1)[C:41]([OH:43])=[O:42]. The catalyst class is: 12.